Dataset: NCI-60 drug combinations with 297,098 pairs across 59 cell lines. Task: Regression. Given two drug SMILES strings and cell line genomic features, predict the synergy score measuring deviation from expected non-interaction effect. (1) Cell line: RXF 393. Drug 1: CCC1=C2CN3C(=CC4=C(C3=O)COC(=O)C4(CC)O)C2=NC5=C1C=C(C=C5)O. Synergy scores: CSS=16.1, Synergy_ZIP=-4.93, Synergy_Bliss=0.699, Synergy_Loewe=-32.1, Synergy_HSA=1.56. Drug 2: CC12CCC3C(C1CCC2O)C(CC4=C3C=CC(=C4)O)CCCCCCCCCS(=O)CCCC(C(F)(F)F)(F)F. (2) Drug 1: CC1=CC=C(C=C1)C2=CC(=NN2C3=CC=C(C=C3)S(=O)(=O)N)C(F)(F)F. Drug 2: C1=CN(C(=O)N=C1N)C2C(C(C(O2)CO)O)O.Cl. Cell line: DU-145. Synergy scores: CSS=33.1, Synergy_ZIP=0.953, Synergy_Bliss=1.67, Synergy_Loewe=-7.53, Synergy_HSA=2.48. (3) Drug 1: C(=O)(N)NO. Drug 2: C(CCl)NC(=O)N(CCCl)N=O. Cell line: UACC-257. Synergy scores: CSS=6.69, Synergy_ZIP=-2.24, Synergy_Bliss=0.0946, Synergy_Loewe=2.34, Synergy_HSA=1.44. (4) Drug 1: C1=NC2=C(N1)C(=S)N=C(N2)N. Drug 2: C1=CC=C(C(=C1)C(C2=CC=C(C=C2)Cl)C(Cl)Cl)Cl. Cell line: 786-0. Synergy scores: CSS=42.3, Synergy_ZIP=-0.526, Synergy_Bliss=-1.96, Synergy_Loewe=-28.0, Synergy_HSA=-1.72. (5) Drug 1: C1C(C(OC1N2C=NC3=C(N=C(N=C32)Cl)N)CO)O. Drug 2: C1=NC2=C(N1)C(=S)N=CN2. Cell line: LOX IMVI. Synergy scores: CSS=42.8, Synergy_ZIP=0.978, Synergy_Bliss=1.92, Synergy_Loewe=-6.71, Synergy_HSA=2.01. (6) Drug 2: CS(=O)(=O)CCNCC1=CC=C(O1)C2=CC3=C(C=C2)N=CN=C3NC4=CC(=C(C=C4)OCC5=CC(=CC=C5)F)Cl. Synergy scores: CSS=14.8, Synergy_ZIP=-3.61, Synergy_Bliss=4.68, Synergy_Loewe=2.06, Synergy_HSA=4.18. Drug 1: C1=CC(=CC=C1CC(C(=O)O)N)N(CCCl)CCCl.Cl. Cell line: NCI/ADR-RES. (7) Drug 1: CN1C2=C(C=C(C=C2)N(CCCl)CCCl)N=C1CCCC(=O)O.Cl. Drug 2: C(CCl)NC(=O)N(CCCl)N=O. Cell line: HOP-92. Synergy scores: CSS=4.99, Synergy_ZIP=-2.11, Synergy_Bliss=0.653, Synergy_Loewe=-4.18, Synergy_HSA=-0.931.